Dataset: NCI-60 drug combinations with 297,098 pairs across 59 cell lines. Task: Regression. Given two drug SMILES strings and cell line genomic features, predict the synergy score measuring deviation from expected non-interaction effect. (1) Synergy scores: CSS=20.6, Synergy_ZIP=-3.43, Synergy_Bliss=0.148, Synergy_Loewe=-0.559, Synergy_HSA=-0.393. Drug 1: CC1CCC2CC(C(=CC=CC=CC(CC(C(=O)C(C(C(=CC(C(=O)CC(OC(=O)C3CCCCN3C(=O)C(=O)C1(O2)O)C(C)CC4CCC(C(C4)OC)OCCO)C)C)O)OC)C)C)C)OC. Cell line: SK-OV-3. Drug 2: COCCOC1=C(C=C2C(=C1)C(=NC=N2)NC3=CC=CC(=C3)C#C)OCCOC.Cl. (2) Drug 1: CC1C(C(=O)NC(C(=O)N2CCCC2C(=O)N(CC(=O)N(C(C(=O)O1)C(C)C)C)C)C(C)C)NC(=O)C3=C4C(=C(C=C3)C)OC5=C(C(=O)C(=C(C5=N4)C(=O)NC6C(OC(=O)C(N(C(=O)CN(C(=O)C7CCCN7C(=O)C(NC6=O)C(C)C)C)C)C(C)C)C)N)C. Drug 2: C(CCl)NC(=O)N(CCCl)N=O. Cell line: ACHN. Synergy scores: CSS=33.8, Synergy_ZIP=-6.10, Synergy_Bliss=-3.04, Synergy_Loewe=-13.3, Synergy_HSA=-2.60. (3) Drug 1: C1CN(P(=O)(OC1)NCCCl)CCCl. Drug 2: COCCOC1=C(C=C2C(=C1)C(=NC=N2)NC3=CC=CC(=C3)C#C)OCCOC.Cl. Cell line: SN12C. Synergy scores: CSS=7.94, Synergy_ZIP=-0.181, Synergy_Bliss=3.51, Synergy_Loewe=-0.397, Synergy_HSA=2.23. (4) Drug 1: CNC(=O)C1=NC=CC(=C1)OC2=CC=C(C=C2)NC(=O)NC3=CC(=C(C=C3)Cl)C(F)(F)F. Drug 2: C1CCC(C(C1)N)N.C(=O)(C(=O)[O-])[O-].[Pt+4]. Cell line: TK-10. Synergy scores: CSS=16.0, Synergy_ZIP=-3.06, Synergy_Bliss=3.39, Synergy_Loewe=-12.7, Synergy_HSA=-0.171. (5) Drug 1: C1=CC(=CC=C1C#N)C(C2=CC=C(C=C2)C#N)N3C=NC=N3. Drug 2: CC1CCC2CC(C(=CC=CC=CC(CC(C(=O)C(C(C(=CC(C(=O)CC(OC(=O)C3CCCCN3C(=O)C(=O)C1(O2)O)C(C)CC4CCC(C(C4)OC)OCCO)C)C)O)OC)C)C)C)OC. Cell line: NCI-H460. Synergy scores: CSS=3.99, Synergy_ZIP=-1.45, Synergy_Bliss=-0.331, Synergy_Loewe=-13.2, Synergy_HSA=-5.40. (6) Drug 1: CCCCC(=O)OCC(=O)C1(CC(C2=C(C1)C(=C3C(=C2O)C(=O)C4=C(C3=O)C=CC=C4OC)O)OC5CC(C(C(O5)C)O)NC(=O)C(F)(F)F)O. Drug 2: C1=CN(C=N1)CC(O)(P(=O)(O)O)P(=O)(O)O. Cell line: OVCAR-5. Synergy scores: CSS=1.94, Synergy_ZIP=-3.65, Synergy_Bliss=-9.47, Synergy_Loewe=2.58, Synergy_HSA=-8.81. (7) Drug 1: CC1=C(C(CCC1)(C)C)C=CC(=CC=CC(=CC(=O)O)C)C. Drug 2: CCCCCOC(=O)NC1=NC(=O)N(C=C1F)C2C(C(C(O2)C)O)O. Cell line: CAKI-1. Synergy scores: CSS=-8.08, Synergy_ZIP=3.77, Synergy_Bliss=-1.12, Synergy_Loewe=-8.76, Synergy_HSA=-8.59. (8) Drug 1: C1=NC2=C(N=C(N=C2N1C3C(C(C(O3)CO)O)F)Cl)N. Drug 2: C1CCC(C(C1)N)N.C(=O)(C(=O)[O-])[O-].[Pt+4]. Cell line: HOP-62. Synergy scores: CSS=27.4, Synergy_ZIP=-11.2, Synergy_Bliss=-3.73, Synergy_Loewe=-6.35, Synergy_HSA=-1.49. (9) Drug 1: CCC1=CC2CC(C3=C(CN(C2)C1)C4=CC=CC=C4N3)(C5=C(C=C6C(=C5)C78CCN9C7C(C=CC9)(C(C(C8N6C)(C(=O)OC)O)OC(=O)C)CC)OC)C(=O)OC.C(C(C(=O)O)O)(C(=O)O)O. Drug 2: COCCOC1=C(C=C2C(=C1)C(=NC=N2)NC3=CC=CC(=C3)C#C)OCCOC.Cl. Cell line: SK-MEL-28. Synergy scores: CSS=41.4, Synergy_ZIP=3.74, Synergy_Bliss=4.62, Synergy_Loewe=-16.2, Synergy_HSA=4.39.